Dataset: NCI-60 drug combinations with 297,098 pairs across 59 cell lines. Task: Regression. Given two drug SMILES strings and cell line genomic features, predict the synergy score measuring deviation from expected non-interaction effect. (1) Drug 1: C(CN)CNCCSP(=O)(O)O. Drug 2: CC12CCC3C(C1CCC2OP(=O)(O)O)CCC4=C3C=CC(=C4)OC(=O)N(CCCl)CCCl.[Na+]. Cell line: DU-145. Synergy scores: CSS=7.32, Synergy_ZIP=-3.61, Synergy_Bliss=-5.89, Synergy_Loewe=-3.93, Synergy_HSA=-6.87. (2) Drug 1: CC(CN1CC(=O)NC(=O)C1)N2CC(=O)NC(=O)C2. Drug 2: C(CN)CNCCSP(=O)(O)O. Cell line: CAKI-1. Synergy scores: CSS=29.6, Synergy_ZIP=-5.19, Synergy_Bliss=-2.80, Synergy_Loewe=1.03, Synergy_HSA=2.47. (3) Drug 1: CC1=CC2C(CCC3(C2CCC3(C(=O)C)OC(=O)C)C)C4(C1=CC(=O)CC4)C. Drug 2: C1=NC(=NC(=O)N1C2C(C(C(O2)CO)O)O)N. Cell line: NCI-H322M. Synergy scores: CSS=-0.0970, Synergy_ZIP=0.00646, Synergy_Bliss=-0.524, Synergy_Loewe=-12.8, Synergy_HSA=-4.60.